Dataset: Catalyst prediction with 721,799 reactions and 888 catalyst types from USPTO. Task: Predict which catalyst facilitates the given reaction. (1) Reactant: Br[C:2]1[CH:3]=[C:4]([C:7]([O:9][CH3:10])=[O:8])[O:5][CH:6]=1.C([O-])([O-])=O.[Na+].[Na+].[CH2:17]([N:19]1[C:23](B2OC(C)(C)C(C)(C)O2)=[C:22]([CH3:33])[CH:21]=[N:20]1)[CH3:18]. Product: [CH2:17]([N:19]1[C:23]([C:2]2[CH:3]=[C:4]([C:7]([O:9][CH3:10])=[O:8])[O:5][CH:6]=2)=[C:22]([CH3:33])[CH:21]=[N:20]1)[CH3:18]. The catalyst class is: 450. (2) Reactant: [C:1]1([CH:7]([O:14][C:15](=[O:39])[C@H:16]2[CH2:20][C@H:19](OS(C3C=CC(C)=CC=3)(=O)=O)[CH2:18][N:17]2[C:32]([O:34][C:35]([CH3:38])([CH3:37])[CH3:36])=[O:33])[C:8]2[CH:13]=[CH:12][CH:11]=[CH:10][CH:9]=2)[CH:6]=[CH:5][CH:4]=[CH:3][CH:2]=1.[C:40]([NH:48][C:49]1[CH:54]=[CH:53][NH:52][C:51](=[O:55])[N:50]=1)(=[O:47])[C:41]1[CH:46]=[CH:45][CH:44]=[CH:43][CH:42]=1.C([O-])([O-])=O.[K+].[K+].C1OCCOCCOCCOCCOCCOC1. Product: [C:8]1([CH:7]([O:14][C:15](=[O:39])[C@H:16]2[CH2:20][C@@H:19]([N:52]3[CH:53]=[CH:54][C:49]([NH:48][C:40](=[O:47])[C:41]4[CH:46]=[CH:45][CH:44]=[CH:43][CH:42]=4)=[N:50][C:51]3=[O:55])[CH2:18][N:17]2[C:32]([O:34][C:35]([CH3:37])([CH3:36])[CH3:38])=[O:33])[C:1]2[CH:6]=[CH:5][CH:4]=[CH:3][CH:2]=2)[CH:13]=[CH:12][CH:11]=[CH:10][CH:9]=1. The catalyst class is: 174. (3) Reactant: [CH3:1][O:2][C:3]1[CH:8]=[CH:7][CH:6]=[C:5]([CH3:9])[CH:4]=1.[Cl-].[Al+3].[Cl-].[Cl-].[C:14](Cl)(=[O:17])[CH2:15][CH3:16]. Product: [CH3:1][O:2][C:3]1[CH:8]=[CH:7][C:6]([C:14](=[O:17])[CH2:15][CH3:16])=[C:5]([CH3:9])[CH:4]=1. The catalyst class is: 4. (4) Reactant: [CH:1]1[C:10]2[C:5](=[CH:6][CH:7]=[CH:8][CH:9]=2)[CH:4]=[C:3]([C:11]2[NH:15][C:14]3[CH:16]=[CH:17][CH:18]=[C:19]([C:20](O)=[O:21])[C:13]=3[N:12]=2)[N:2]=1.CN(C(ON1N=NC2C=CC=CC1=2)=[N+](C)C)C.F[P-](F)(F)(F)(F)F.Cl.[CH3:48][O:49][C:50](=[O:62])[CH:51]([NH2:61])[CH2:52][C:53]1[CH:58]=[C:57]([F:59])[CH:56]=[C:55]([F:60])[CH:54]=1. Product: [CH3:48][O:49][C:50](=[O:62])[CH:51]([NH:61][C:20]([C:19]1[C:13]2[N:12]=[C:11]([C:3]3[N:2]=[CH:1][C:10]4[C:5]([CH:4]=3)=[CH:6][CH:7]=[CH:8][CH:9]=4)[NH:15][C:14]=2[CH:16]=[CH:17][CH:18]=1)=[O:21])[CH2:52][C:53]1[CH:54]=[C:55]([F:60])[CH:56]=[C:57]([F:59])[CH:58]=1. The catalyst class is: 13. (5) Reactant: [OH:1][C@@H:2]([CH3:19])[C:3]([NH:5][C@@H:6]1[C:12](=[O:13])[NH:11][C:10]2[CH:14]=[CH:15][CH:16]=[CH:17][C:9]=2[O:8][C@@H:7]1[CH3:18])=[O:4].N1C=CC=CC=1.Cl[C:27]([O:29][C:30]1[CH:35]=[CH:34][C:33]([N+:36]([O-:38])=[O:37])=[CH:32][CH:31]=1)=[O:28]. Product: [N+:36]([C:33]1[CH:32]=[CH:31][C:30]([O:29][C:27](=[O:28])[O:1][C@H:2]([C:3](=[O:4])[NH:5][C@@H:6]2[C:12](=[O:13])[NH:11][C:10]3[CH:14]=[CH:15][CH:16]=[CH:17][C:9]=3[O:8][C@@H:7]2[CH3:18])[CH3:19])=[CH:35][CH:34]=1)([O-:38])=[O:37]. The catalyst class is: 4. (6) Reactant: [CH2:1]([O:3][C:4](=[O:17])[C:5]1[CH:10]=[C:9](I)[C:8]([O:12][CH2:13][O:14][CH3:15])=[C:7](Br)[CH:6]=1)[CH3:2].C(O[C:21](=O)[C:22]1[CH:27]=[C:26](Br)[C:25](OCOC)=[C:24](Br)[CH:23]=1)C.[CH3:35][C:36]1[CH:37]=[C:38](B(O)O)[CH:39]=C[CH:41]=1.[CH2:45](Cl)Cl.CCO[C:51]([CH3:53])=O. Product: [CH2:1]([O:3][C:4](=[O:17])[C:5]1[CH:10]=[C:9]([C:38]2[CH:37]=[C:36]([CH3:41])[CH:35]=[C:51]([CH3:53])[CH:39]=2)[C:8]([O:12][CH2:13][O:14][CH3:15])=[C:7]([C:26]2[CH:25]=[C:24]([CH3:45])[CH:23]=[C:22]([CH3:21])[CH:27]=2)[CH:6]=1)[CH3:2]. The catalyst class is: 38. (7) Product: [C:52]([C:7]1([NH:14][C:26](=[O:28])[CH2:25][C:16]2[CH:17]=[CH:18][C:19]3[C:24](=[CH:23][CH:22]=[CH:21][CH:20]=3)[CH:15]=2)[CH:6]=[C:5]([CH:1]2[CH2:2][CH2:3][CH2:4]2)[NH:9][NH:8]1)([CH3:53])([CH3:29])[CH3:51]. Reactant: [CH:1]1([C:5]2[CH:6]=[C:7]([NH2:14])[N:8](C(C)(C)C)[N:9]=2)[CH2:4][CH2:3][CH2:2]1.[CH:15]1[C:24]2[C:19](=[CH:20][CH:21]=[CH:22][CH:23]=2)[CH:18]=[CH:17][C:16]=1[CH2:25][C:26]([OH:28])=O.[CH2:29](N(CC)CC)C.CCCP1(OP(CCC)(=O)OP([CH2:51][CH2:52][CH3:53])(=O)O1)=O. The catalyst class is: 2.